Dataset: NCI-60 drug combinations with 297,098 pairs across 59 cell lines. Task: Regression. Given two drug SMILES strings and cell line genomic features, predict the synergy score measuring deviation from expected non-interaction effect. (1) Drug 1: C1CC(C1)(C(=O)O)C(=O)O.[NH2-].[NH2-].[Pt+2]. Drug 2: C1CCC(C(C1)N)N.C(=O)(C(=O)[O-])[O-].[Pt+4]. Cell line: RXF 393. Synergy scores: CSS=17.2, Synergy_ZIP=-1.81, Synergy_Bliss=3.86, Synergy_Loewe=2.14, Synergy_HSA=3.54. (2) Drug 2: CC1=C(C=C(C=C1)NC(=O)C2=CC=C(C=C2)CN3CCN(CC3)C)NC4=NC=CC(=N4)C5=CN=CC=C5. Drug 1: CN(C)N=NC1=C(NC=N1)C(=O)N. Cell line: SK-OV-3. Synergy scores: CSS=4.75, Synergy_ZIP=-0.201, Synergy_Bliss=2.33, Synergy_Loewe=-0.798, Synergy_HSA=-0.835. (3) Drug 1: C1=C(C(=O)NC(=O)N1)N(CCCl)CCCl. Drug 2: CS(=O)(=O)CCNCC1=CC=C(O1)C2=CC3=C(C=C2)N=CN=C3NC4=CC(=C(C=C4)OCC5=CC(=CC=C5)F)Cl. Cell line: EKVX. Synergy scores: CSS=21.8, Synergy_ZIP=-3.46, Synergy_Bliss=4.30, Synergy_Loewe=1.78, Synergy_HSA=5.58.